From a dataset of Forward reaction prediction with 1.9M reactions from USPTO patents (1976-2016). Predict the product of the given reaction. (1) The product is: [CH3:1][O:2][C:3](=[O:24])[CH2:4][C:5]1[CH:6]=[C:7]([C:12]2[CH:17]=[CH:16][C:15]([C:18]([F:19])([F:21])[F:20])=[CH:14][C:13]=2[CH2:22][NH:29][CH2:28][C:27]([F:31])([F:30])[F:26])[C:8]([F:11])=[CH:9][CH:10]=1. Given the reactants [CH3:1][O:2][C:3](=[O:24])[CH2:4][C:5]1[CH:6]=[C:7]([C:12]2[CH:17]=[CH:16][C:15]([C:18]([F:21])([F:20])[F:19])=[CH:14][C:13]=2[CH:22]=O)[C:8]([F:11])=[CH:9][CH:10]=1.Cl.[F:26][C:27]([F:31])([F:30])[CH2:28][NH2:29], predict the reaction product. (2) Given the reactants [CH2:1]([N:8]1[C:13](=[O:14])[C:12]2[C:15]([CH3:18])=[N:16][O:17][C:11]=2[N:10]=[C:9]1[CH:19](Br)[CH2:20][CH3:21])[C:2]1[CH:7]=[CH:6][CH:5]=[CH:4][CH:3]=1.[C:23]([NH:30][CH2:31][CH2:32][CH2:33][NH2:34])([O:25][C:26]([CH3:29])([CH3:28])[CH3:27])=[O:24], predict the reaction product. The product is: [C:26]([O:25][C:23](=[O:24])[NH:30][CH2:31][CH2:32][CH2:33][NH:34][CH:19]([C:9]1[N:8]([CH2:1][C:2]2[CH:7]=[CH:6][CH:5]=[CH:4][CH:3]=2)[C:13](=[O:14])[C:12]2[C:15]([CH3:18])=[N:16][O:17][C:11]=2[N:10]=1)[CH2:20][CH3:21])([CH3:29])([CH3:27])[CH3:28]. (3) Given the reactants [CH3:1][CH:2]([CH2:11][CH3:12])[CH:3]([NH:6][CH2:7][CH:8]([CH3:10])[CH3:9])[C:4]#[N:5].[C:13](Cl)(=[O:17])[C:14]([Cl:16])=O.CN(C)C=O.[Cl:24]C1C=CC=CC=1, predict the reaction product. The product is: [Cl:16][C:14]1[C:13](=[O:17])[N:6]([CH2:7][CH:8]([CH3:10])[CH3:9])[C:3]([CH:2]([CH3:1])[CH2:11][CH3:12])=[C:4]([Cl:24])[N:5]=1. (4) Given the reactants COC1C=CC(C[NH:8][C:9]2[C:14]([C:15]([F:18])([F:17])[F:16])=[CH:13][CH:12]=[C:11]([CH3:19])[N:10]=2)=CC=1, predict the reaction product. The product is: [CH3:19][C:11]1[N:10]=[C:9]([NH2:8])[C:14]([C:15]([F:18])([F:16])[F:17])=[CH:13][CH:12]=1. (5) Given the reactants [N:1]([C:4]1[CH:11]=[CH:10][C:7]([CH:8]=O)=[CH:6][CH:5]=1)=[N+:2]=[N-:3].[CH:12](=[O:15])[CH2:13]C.[OH-].[Na+].[CH:18](O)(C)C, predict the reaction product. The product is: [N:1]([C:4]1[CH:11]=[CH:10][C:7]([CH:8]=[CH:13][CH:12]=[O:15])=[C:6]([CH3:18])[CH:5]=1)=[N+:2]=[N-:3]. (6) Given the reactants [N+:1]([C:4]1[CH:9]=[CH:8][C:7]([CH2:10][CH2:11][CH:12]=[O:13])=[C:6]([C:14]([F:17])([F:16])[F:15])[CH:5]=1)([O-:3])=[O:2].[BH4-].[Na+], predict the reaction product. The product is: [N+:1]([C:4]1[CH:9]=[CH:8][C:7]([CH2:10][CH2:11][CH2:12][OH:13])=[C:6]([C:14]([F:15])([F:16])[F:17])[CH:5]=1)([O-:3])=[O:2]. (7) Given the reactants [CH3:1][O:2][C:3]1[S:4][CH:5]=[CH:6][CH:7]=1.Br[C:9]1[S:10][C:11](Br)=[C:12]2[O:17][CH2:16][CH2:15][O:14][C:13]=12.[CH4:19], predict the reaction product. The product is: [CH3:1][O:2][C:3]1[S:4][C:5]([C:9]2[S:10][C:11]([C:19]3[S:4][C:3]([O:2][CH3:1])=[CH:7][CH:6]=3)=[C:12]3[O:17][CH2:16][CH2:15][O:14][C:13]=23)=[CH:6][CH:7]=1. (8) Given the reactants I[C:2]1[C:7]([N+:8]([O-:10])=[O:9])=[CH:6][CH:5]=[CH:4][C:3]=1[CH3:11].[C:12](=O)([O-:14])[O-:13].[K+].[K+].[C]=O.C(OCC)C, predict the reaction product. The product is: [N+:8]([C:7]1[CH:6]=[CH:5][C:4]([C:12]([OH:14])=[O:13])=[C:3]([CH3:11])[CH:2]=1)([O-:10])=[O:9].